Regression. Given two drug SMILES strings and cell line genomic features, predict the synergy score measuring deviation from expected non-interaction effect. From a dataset of NCI-60 drug combinations with 297,098 pairs across 59 cell lines. (1) Drug 1: CC=C1C(=O)NC(C(=O)OC2CC(=O)NC(C(=O)NC(CSSCCC=C2)C(=O)N1)C(C)C)C(C)C. Drug 2: CC1=C(C(=CC=C1)Cl)NC(=O)C2=CN=C(S2)NC3=CC(=NC(=N3)C)N4CCN(CC4)CCO. Cell line: NCI-H322M. Synergy scores: CSS=7.32, Synergy_ZIP=-3.27, Synergy_Bliss=1.05, Synergy_Loewe=-32.9, Synergy_HSA=-2.07. (2) Drug 1: C1C(C(OC1N2C=NC3=C(N=C(N=C32)Cl)N)CO)O. Drug 2: CCCCC(=O)OCC(=O)C1(CC(C2=C(C1)C(=C3C(=C2O)C(=O)C4=C(C3=O)C=CC=C4OC)O)OC5CC(C(C(O5)C)O)NC(=O)C(F)(F)F)O. Cell line: NCI-H322M. Synergy scores: CSS=10.2, Synergy_ZIP=3.92, Synergy_Bliss=5.77, Synergy_Loewe=-1.79, Synergy_HSA=0.333. (3) Drug 1: CC1CCC2CC(C(=CC=CC=CC(CC(C(=O)C(C(C(=CC(C(=O)CC(OC(=O)C3CCCCN3C(=O)C(=O)C1(O2)O)C(C)CC4CCC(C(C4)OC)OCCO)C)C)O)OC)C)C)C)OC. Drug 2: CN(CCCl)CCCl.Cl. Cell line: CCRF-CEM. Synergy scores: CSS=50.9, Synergy_ZIP=-4.27, Synergy_Bliss=-0.0216, Synergy_Loewe=-3.09, Synergy_HSA=2.85. (4) Drug 1: CC12CCC3C(C1CCC2=O)CC(=C)C4=CC(=O)C=CC34C. Drug 2: COC1=CC(=CC(=C1O)OC)C2C3C(COC3=O)C(C4=CC5=C(C=C24)OCO5)OC6C(C(C7C(O6)COC(O7)C8=CC=CS8)O)O. Cell line: MDA-MB-231. Synergy scores: CSS=46.1, Synergy_ZIP=1.40, Synergy_Bliss=-1.04, Synergy_Loewe=-0.699, Synergy_HSA=1.29. (5) Drug 1: CC1C(C(CC(O1)OC2CC(CC3=C2C(=C4C(=C3O)C(=O)C5=C(C4=O)C(=CC=C5)OC)O)(C(=O)C)O)N)O.Cl. Drug 2: C(CC(=O)O)C(=O)CN.Cl. Cell line: HT29. Synergy scores: CSS=8.24, Synergy_ZIP=-9.04, Synergy_Bliss=-6.96, Synergy_Loewe=-23.4, Synergy_HSA=-7.23. (6) Drug 1: C1=CC(=CC=C1C#N)C(C2=CC=C(C=C2)C#N)N3C=NC=N3. Drug 2: C1CN1C2=NC(=NC(=N2)N3CC3)N4CC4. Cell line: SW-620. Synergy scores: CSS=29.8, Synergy_ZIP=-1.29, Synergy_Bliss=-0.376, Synergy_Loewe=3.81, Synergy_HSA=5.23. (7) Drug 1: CC1CCC2CC(C(=CC=CC=CC(CC(C(=O)C(C(C(=CC(C(=O)CC(OC(=O)C3CCCCN3C(=O)C(=O)C1(O2)O)C(C)CC4CCC(C(C4)OC)O)C)C)O)OC)C)C)C)OC. Drug 2: CNC(=O)C1=NC=CC(=C1)OC2=CC=C(C=C2)NC(=O)NC3=CC(=C(C=C3)Cl)C(F)(F)F. Cell line: OVCAR3. Synergy scores: CSS=1.73, Synergy_ZIP=-1.52, Synergy_Bliss=-3.83, Synergy_Loewe=-13.1, Synergy_HSA=-5.26. (8) Drug 1: CCN(CC)CCNC(=O)C1=C(NC(=C1C)C=C2C3=C(C=CC(=C3)F)NC2=O)C. Drug 2: C(CN)CNCCSP(=O)(O)O. Cell line: MOLT-4. Synergy scores: CSS=-1.17, Synergy_ZIP=0.577, Synergy_Bliss=-1.94, Synergy_Loewe=-0.790, Synergy_HSA=-4.76. (9) Drug 1: C(=O)(N)NO. Drug 2: CC12CCC3C(C1CCC2O)C(CC4=C3C=CC(=C4)O)CCCCCCCCCS(=O)CCCC(C(F)(F)F)(F)F. Cell line: 786-0. Synergy scores: CSS=-2.17, Synergy_ZIP=-0.388, Synergy_Bliss=-4.66, Synergy_Loewe=-5.92, Synergy_HSA=-6.57. (10) Drug 1: CCCS(=O)(=O)NC1=C(C(=C(C=C1)F)C(=O)C2=CNC3=C2C=C(C=N3)C4=CC=C(C=C4)Cl)F. Drug 2: C1C(C(OC1N2C=NC3=C(N=C(N=C32)Cl)N)CO)O. Cell line: OVCAR-4. Synergy scores: CSS=-6.00, Synergy_ZIP=2.72, Synergy_Bliss=-2.01, Synergy_Loewe=-4.25, Synergy_HSA=-6.24.